This data is from Reaction yield outcomes from USPTO patents with 853,638 reactions. The task is: Predict the reaction yield, written as a fraction of the theoretical maximum amount of product (1.0 means a 100% yield; for example, 0.34 means a 34% yield). (1) The reactants are [N:1]1[CH:2]=[CH:3][N:4]2[CH:9]=[C:8]([C:10]([OH:12])=O)[CH:7]=[CH:6][C:5]=12.[CH2:13]1[C@H:22]2[C@H:17]([CH2:18][CH2:19][C:20]3[CH:26]=[CH:25][CH:24]=[CH:23][C:21]=32)[NH:16][CH2:15][CH2:14]1.F[P-](F)(F)(F)(F)F.N1(OC(N(C)C)=[N+](C)C)C2N=CC=CC=2N=N1. No catalyst specified. The product is [CH2:13]1[C@H:22]2[C@H:17]([CH2:18][CH2:19][C:20]3[CH:26]=[CH:25][CH:24]=[CH:23][C:21]=32)[N:16]([C:10]([C:8]2[CH:7]=[CH:6][C:5]3[N:4]([CH:3]=[CH:2][N:1]=3)[CH:9]=2)=[O:12])[CH2:15][CH2:14]1. The yield is 0.720. (2) The reactants are [Br:1][C:2]1[CH:8]=[CH:7][C:5]([NH2:6])=[CH:4][CH:3]=1.[C:9](Cl)(=[O:16])[C:10]1[CH:15]=[CH:14][CH:13]=[CH:12][CH:11]=1. The catalyst is C(Cl)Cl. The yield is 0.930. The product is [Br:1][C:2]1[CH:8]=[CH:7][C:5]([NH:6][C:9](=[O:16])[C:10]2[CH:15]=[CH:14][CH:13]=[CH:12][CH:11]=2)=[CH:4][CH:3]=1.